This data is from Forward reaction prediction with 1.9M reactions from USPTO patents (1976-2016). The task is: Predict the product of the given reaction. (1) Given the reactants C(O)=O.[CH2:4]([O:6][C:7](=[O:54])[C@H:8]([CH2:16][C:17]1[CH:22]=[CH:21][CH:20]=[C:19]([C:23]2[CH:32]=[CH:31][C:30]3[C:25](=[CH:26][CH:27]=[CH:28][C:29]=3[N:33]([CH2:44][CH2:45][O:46]CC3C=CC=CC=3)[CH2:34][CH2:35][O:36]CC3C=CC=CC=3)[CH:24]=2)[CH:18]=1)[NH:9][C:10](=[O:15])[C:11]([F:14])([F:13])[F:12])[CH3:5], predict the reaction product. The product is: [CH2:4]([O:6][C:7](=[O:54])[C@H:8]([CH2:16][C:17]1[CH:22]=[CH:21][CH:20]=[C:19]([C:23]2[CH:32]=[CH:31][C:30]3[C:25](=[CH:26][CH:27]=[CH:28][C:29]=3[N:33]([CH2:44][CH2:45][OH:46])[CH2:34][CH2:35][OH:36])[CH:24]=2)[CH:18]=1)[NH:9][C:10](=[O:15])[C:11]([F:13])([F:14])[F:12])[CH3:5]. (2) The product is: [NH2:1][C:2]1[C:3]2[N:4]([C:8]([C@H:20]3[CH2:21][CH2:22][C@H:23]([CH2:26][NH2:27])[CH2:24][CH2:25]3)=[N:9][C:10]=2[C:11]2[NH:12][C:13]3[C:18]([CH:19]=2)=[CH:17][CH:16]=[CH:15][CH:14]=3)[CH:5]=[CH:6][N:7]=1. Given the reactants [NH2:1][C:2]1[C:3]2[N:4]([C:8]([C@H:20]3[CH2:25][CH2:24][C@H:23]([CH2:26][NH:27]C(=O)OCC4C=CC=CC=4)[CH2:22][CH2:21]3)=[N:9][C:10]=2[C:11]2[NH:12][C:13]3[C:18]([CH:19]=2)=[CH:17][CH:16]=[CH:15][CH:14]=3)[CH:5]=[CH:6][N:7]=1, predict the reaction product. (3) Given the reactants [Cl:1][C:2]1[CH:3]=[C:4]([CH:16]=[CH:17][C:18]=1[Cl:19])[O:5][CH:6]1[CH2:11][CH2:10][N:9]([CH2:12][C@@H:13]2[CH2:15][O:14]2)[CH2:8][CH2:7]1.[CH3:20][NH2:21], predict the reaction product. The product is: [Cl:1][C:2]1[CH:3]=[C:4]([CH:16]=[CH:17][C:18]=1[Cl:19])[O:5][CH:6]1[CH2:11][CH2:10][N:9]([CH2:12][C@H:13]([OH:14])[CH2:15][NH:21][CH3:20])[CH2:8][CH2:7]1. (4) The product is: [CH3:1][N:2]([CH3:34])[C@@H:3]1[CH2:7][CH2:6][N:5]([C:8]2[N:13]3[C:14]([C:32]#[N:36])=[C:15]([CH2:17][N:18]([CH2:29][CH2:30][CH3:31])[C@@H:19]4[C:28]5[N:27]=[CH:26][CH:25]=[CH:24][C:23]=5[CH2:22][CH2:21][CH2:20]4)[N:16]=[C:12]3[CH:11]=[CH:10][CH:9]=2)[CH2:4]1. Given the reactants [CH3:1][N:2]([CH3:34])[C@@H:3]1[CH2:7][CH2:6][N:5]([C:8]2[N:13]3[C:14]([CH:32]=O)=[C:15]([CH2:17][N:18]([CH2:29][CH2:30][CH3:31])[C@@H:19]4[C:28]5[N:27]=[CH:26][CH:25]=[CH:24][C:23]=5[CH2:22][CH2:21][CH2:20]4)[N:16]=[C:12]3[CH:11]=[CH:10][CH:9]=2)[CH2:4]1.Cl.[NH2:36]O, predict the reaction product. (5) Given the reactants [NH2:1][CH2:2][C:3]1[CH:4]=[C:5]([C:9]2[CH:14]=[C:13]([CH3:15])[CH:12]=[C:11]([O:16][C:17]3[N:22]=[C:21]([CH:23]4[CH2:25][CH:24]4[C:26]([O:28]C(C)(C)C)=[O:27])[C:20](F)=[CH:19][C:18]=3F)[CH:10]=2)[CH:6]=[CH:7][CH:8]=1.[C:35]([OH:41])([C:37]([F:40])([F:39])[F:38])=[O:36], predict the reaction product. The product is: [F:38][C:37]([F:40])([F:39])[C:35]([OH:41])=[O:36].[NH2:1][CH2:2][C:3]1[CH:4]=[C:5]([C:9]2[CH:14]=[C:13]([CH3:15])[CH:12]=[C:11]([O:16][C:17]3[N:22]=[C:21]([C@@H:23]4[CH2:25][C@H:24]4[C:26]([OH:28])=[O:27])[CH:20]=[CH:19][CH:18]=3)[CH:10]=2)[CH:6]=[CH:7][CH:8]=1. (6) Given the reactants [CH:1]([NH:4][C:5](=[NH:7])[CH3:6])([CH3:3])[CH3:2].Br[C:9](=[CH:18]OC)[C:10]([C:12]1[CH:17]=[CH:16][CH:15]=[CH:14][CH:13]=1)=[O:11].C(N(CC)CC)C.S(=O)(=O)(O)O, predict the reaction product. The product is: [C:10]([C:9]1[N:4]([CH:1]([CH3:3])[CH3:2])[C:5]([CH3:6])=[N:7][CH:18]=1)(=[O:11])[C:12]1[CH:17]=[CH:16][CH:15]=[CH:14][CH:13]=1. (7) Given the reactants [CH3:1][C:2]1[CH:3]=[C:4]([CH:16]=[CH:17][C:18]=1[N+:19]([O-:21])=[O:20])[CH2:5][N:6]1[C:10](O)=[CH:9][C:8]([C:12]([F:15])([F:14])[F:13])=[N:7]1.COC1C=CC(P2(=S)SP(=S)(C3C=CC(OC)=CC=3)[S:31]2)=CC=1, predict the reaction product. The product is: [CH3:1][C:2]1[CH:3]=[C:4]([CH:16]=[CH:17][C:18]=1[N+:19]([O-:21])=[O:20])[CH2:5][N:6]1[C:10]([SH:31])=[CH:9][C:8]([C:12]([F:15])([F:14])[F:13])=[N:7]1.